From a dataset of Reaction yield outcomes from USPTO patents with 853,638 reactions. Predict the reaction yield, written as a fraction of the theoretical maximum amount of product (1.0 means a 100% yield; for example, 0.34 means a 34% yield). (1) The reactants are [Cl:1][C:2]1[CH:9]=[CH:8][CH:7]=[C:6]([CH3:10])[C:3]=1[CH2:4][NH2:5].[S:11]1[CH2:17][C:15](=[O:16])[NH:14][C:12]1=S.CCN(C(C)C)C(C)C. The catalyst is C(#N)C. The product is [Cl:1][C:2]1[CH:9]=[CH:8][CH:7]=[C:6]([CH3:10])[C:3]=1[CH2:4][NH:5][C:12]1[S:11][CH2:17][C:15](=[O:16])[N:14]=1. The yield is 0.285. (2) The reactants are [CH3:1][C:2]1([CH3:12])[C:10]2[C:5](=[CH:6][CH:7]=[CH:8][CH:9]=2)[C@@H:4]([NH2:11])[CH2:3]1.[N:13]1[C:20]([Cl:21])=[N:19][C:17](Cl)=[N:16][C:14]=1[Cl:15].CCN(C(C)C)C(C)C. The catalyst is C1COCC1. The product is [Cl:15][C:14]1[N:13]=[C:20]([Cl:21])[N:19]=[C:17]([NH:11][C@@H:4]2[C:5]3[C:10](=[CH:9][CH:8]=[CH:7][CH:6]=3)[C:2]([CH3:12])([CH3:1])[CH2:3]2)[N:16]=1. The yield is 0.600.